Dataset: Human Reference Interactome with 51,813 positive PPI pairs across 8,248 proteins, plus equal number of experimentally-validated negative pairs. Task: Binary Classification. Given two protein amino acid sequences, predict whether they physically interact or not. Protein 1 (ENSG00000110921) has sequence MLSEVLLVSAPGKVILHGEHAVVHGKVALAVSLNLRTFLRLQPHSNGKVDLSLPNIGIKRAWDVARLQSLDTSFLEQGDVTTPTSEQVEKLKEVAGLPDDCAVTERLAVLAFLYLYLSICRKQRALPSLDIVVWSELPPGAGLGSSAAYSVCLAAALLTVCEEIPNPLKDGDCVNRWTKEDLELINKWAFQGERMIHGNPSGVDNAVSTWGGALRYHQGKISSLKRSPALQILLTNTKVPRNTRALVAGVRNRLLKFPEIVAPLLTSIDAISLECERVLGEMGEAPAPEQYLVLEELIDM.... Protein 2 (ENSG00000179165) has sequence MKKKHDGIVYETKEVLNPSPKVTHCCKSLWLKYSFQKAYMTQLVSSQPVPAMSRNPDHNLLSQPKEHSIVQKHHQEEIIHKLAMQLRHIGDNIDHRMVREDLQQDGRDALDHFVFFFFRRVQVLLHFFWNNHLL*MQLRHIGDNIDHRMVREDLQQDGRDALDHFVFFFFRRVQVLLHFFWNNHLL*. Result: 0 (the proteins do not interact).